From a dataset of Reaction yield outcomes from USPTO patents with 853,638 reactions. Predict the reaction yield, written as a fraction of the theoretical maximum amount of product (1.0 means a 100% yield; for example, 0.34 means a 34% yield). (1) The reactants are [CH2:1]([O:8][C:9]1[CH:10]=[C:11]([CH2:15][CH2:16][NH:17][CH2:18][C:19]2[O:20][CH:21]=[CH:22][CH:23]=2)[CH:12]=[CH:13][CH:14]=1)[C:2]1[CH:7]=[CH:6][CH:5]=[CH:4][CH:3]=1.[Cl:24][CH2:25][C:26]([NH:28][CH3:29])=[O:27].C(N(C(C)C)CC)(C)C. The catalyst is C(#N)C.Cl.C(OCC)(=O)C. The product is [ClH:24].[CH2:1]([O:8][C:9]1[CH:10]=[C:11]([CH2:15][CH2:16][N:17]([CH2:18][C:19]2[O:20][CH:21]=[CH:22][CH:23]=2)[CH2:25][C:26]([NH:28][CH3:29])=[O:27])[CH:12]=[CH:13][CH:14]=1)[C:2]1[CH:3]=[CH:4][CH:5]=[CH:6][CH:7]=1. The yield is 0.650. (2) The reactants are [NH2:1][C:2]1[N:10]=[CH:9][N:8]=[C:7]2[C:3]=1[N:4]=[C:5]([S:18][C:19]1[S:20][C:21]3[C:27]([Cl:28])=[CH:26][CH:25]=[CH:24][C:22]=3[N:23]=1)[N:6]2[CH2:11][CH2:12]OS(C)(=O)=O.[CH3:29][C:30]([CH3:34])([CH3:33])[CH2:31][NH2:32]. No catalyst specified. The product is [Cl:28][C:27]1[C:21]2[S:20][C:19]([S:18][C:5]3[N:6]([CH2:11][CH2:12][NH:32][CH2:31][C:30]([CH3:34])([CH3:33])[CH3:29])[C:7]4[C:3]([N:4]=3)=[C:2]([NH2:1])[N:10]=[CH:9][N:8]=4)=[N:23][C:22]=2[CH:24]=[CH:25][CH:26]=1. The yield is 0.305. (3) The yield is 0.700. The catalyst is O1CCOCC1.C1C=CC(P(C2C=CC=CC=2)[C-]2C=CC=C2)=CC=1.C1C=CC(P(C2C=CC=CC=2)[C-]2C=CC=C2)=CC=1.Cl[Pd]Cl.[Fe+2]. The reactants are [C:1]([O:5][C:6]([N:8]1[CH2:13][CH2:12][CH:11]([O:14][C:15]2[CH:20]=[CH:19][C:18]([CH:21]=[O:22])=[C:17](OS(C(F)(F)F)(=O)=O)[CH:16]=2)[CH2:10][CH2:9]1)=[O:7])([CH3:4])([CH3:3])[CH3:2].[B:31]1([B:31]2[O:35][C:34]([CH3:37])([CH3:36])[C:33]([CH3:39])([CH3:38])[O:32]2)[O:35][C:34]([CH3:37])([CH3:36])[C:33]([CH3:39])([CH3:38])[O:32]1.C([O-])(=O)C.[K+]. The product is [C:1]([O:5][C:6]([N:8]1[CH2:9][CH2:10][CH:11]([O:14][C:15]2[CH:20]=[CH:19][C:18]([CH:21]=[O:22])=[C:17]([B:31]3[O:35][C:34]([CH3:37])([CH3:36])[C:33]([CH3:39])([CH3:38])[O:32]3)[CH:16]=2)[CH2:12][CH2:13]1)=[O:7])([CH3:3])([CH3:2])[CH3:4]. (4) The reactants are [F:1][C:2]1[CH:3]=[CH:4][C:5]2[O:9][C:8]([C:10](=[O:14])[CH:11]([CH3:13])[CH3:12])=[C:7]([CH3:15])[C:6]=2[CH:16]=1.[BH4-].[Na+].O. The catalyst is CO.O1CCCC1. The product is [F:1][C:2]1[CH:3]=[CH:4][C:5]2[O:9][C:8]([CH:10]([OH:14])[CH:11]([CH3:12])[CH3:13])=[C:7]([CH3:15])[C:6]=2[CH:16]=1. The yield is 1.00. (5) The yield is 0.970. The catalyst is COCCOC.O.CCO.Cl[Pd](Cl)([P](C1C=CC=CC=1)(C1C=CC=CC=1)C1C=CC=CC=1)[P](C1C=CC=CC=1)(C1C=CC=CC=1)C1C=CC=CC=1. The reactants are I[C:2]1[C:10]2[C:5](=[CH:6][C:7]([CH:11]=[O:12])=[CH:8][CH:9]=2)[N:4]([CH2:13][O:14][CH2:15][CH2:16][Si:17]([CH3:20])([CH3:19])[CH3:18])[N:3]=1.CC1(C)C(C)(C)OB([C:29]2[CH:30]=[CH:31][C:32]([N:35]3[CH2:40][CH2:39][O:38][CH2:37][CH2:36]3)=[N:33][CH:34]=2)O1.C([O-])([O-])=O.[Na+].[Na+]. The product is [O:38]1[CH2:39][CH2:40][N:35]([C:32]2[N:33]=[CH:34][C:29]([C:2]3[C:10]4[C:5](=[CH:6][C:7]([CH:11]=[O:12])=[CH:8][CH:9]=4)[N:4]([CH2:13][O:14][CH2:15][CH2:16][Si:17]([CH3:20])([CH3:19])[CH3:18])[N:3]=3)=[CH:30][CH:31]=2)[CH2:36][CH2:37]1. (6) The reactants are C(O[C:6](=O)[N:7]([CH2:9][C:10]1[CH:14]=[C:13]([C:15]2[CH:20]=[CH:19][CH:18]=[CH:17][CH:16]=2)[N:12]([S:21]([C:24]2[CH:25]=[N:26][C:27]([Cl:30])=[CH:28][CH:29]=2)(=[O:23])=[O:22])[CH:11]=1)C)(C)(C)C.[CH3:32][N:33](C)C=O.C(OCC)(=O)C.Cl. The catalyst is C(OCC)(=O)C.[C-]#N.[Zn+2].[C-]#N.C1C=CC([P]([Pd]([P](C2C=CC=CC=2)(C2C=CC=CC=2)C2C=CC=CC=2)([P](C2C=CC=CC=2)(C2C=CC=CC=2)C2C=CC=CC=2)[P](C2C=CC=CC=2)(C2C=CC=CC=2)C2C=CC=CC=2)(C2C=CC=CC=2)C2C=CC=CC=2)=CC=1. The product is [ClH:30].[CH3:6][NH:7][CH2:9][C:10]1[CH:14]=[C:13]([C:15]2[CH:16]=[CH:17][CH:18]=[CH:19][CH:20]=2)[N:12]([S:21]([C:24]2[CH:29]=[CH:28][C:27]([C:32]#[N:33])=[N:26][CH:25]=2)(=[O:22])=[O:23])[CH:11]=1. The yield is 0.680. (7) The reactants are [Cl:1][C:2]1[CH:3]=[C:4]([CH:8]=[CH:9][C:10]=1[C:11]1[C:20]([C:21]([F:24])([F:23])[F:22])=[N:19][C:18]2[C:13](=[CH:14][CH:15]=[C:16]([O:25]C)[CH:17]=2)[N:12]=1)[C:5]([OH:7])=[O:6].B(Br)(Br)Br. The catalyst is C(Cl)Cl. The product is [Cl:1][C:2]1[CH:3]=[C:4]([CH:8]=[CH:9][C:10]=1[C:11]1[C:20]([C:21]([F:23])([F:24])[F:22])=[N:19][C:18]2[C:13](=[CH:14][CH:15]=[C:16]([OH:25])[CH:17]=2)[N:12]=1)[C:5]([OH:7])=[O:6]. The yield is 0.180.